This data is from Reaction yield outcomes from USPTO patents with 853,638 reactions. The task is: Predict the reaction yield, written as a fraction of the theoretical maximum amount of product (1.0 means a 100% yield; for example, 0.34 means a 34% yield). (1) The reactants are [NH:1]1[CH2:6][CH2:5][CH2:4][C@@H:3]([NH:7][C:8](=[O:14])[O:9][C:10]([CH3:13])([CH3:12])[CH3:11])[CH2:2]1.[Br:15][C:16]1[C:17](F)=[C:18]2[C:24]([NH:25][C:26](=[O:33])[C:27]3[CH:32]=[CH:31][CH:30]=[CH:29][CH:28]=3)=[CH:23][NH:22][C:19]2=[N:20][CH:21]=1.CC#N.O. The catalyst is CCCCO. The product is [C:26]([NH:25][C:24]1[C:18]2[C:19](=[N:20][CH:21]=[C:16]([Br:15])[C:17]=2[N:1]2[CH2:6][CH2:5][CH2:4][C@@H:3]([NH:7][C:8](=[O:14])[O:9][C:10]([CH3:11])([CH3:13])[CH3:12])[CH2:2]2)[NH:22][CH:23]=1)(=[O:33])[C:27]1[CH:28]=[CH:29][CH:30]=[CH:31][CH:32]=1. The yield is 0.440. (2) The reactants are [CH2:1]([C:5]1([CH2:32][CH2:33][CH2:34][CH3:35])[C:14]2[C:9](=[CH:10][C:11]([F:15])=[CH:12][CH:13]=2)[C:8]([OH:16])=[C:7]([C:17]2[NH:22][C:21]3[CH:23]=[CH:24][C:25]([CH:27]=C)=[CH:26][C:20]=3[S:19](=[O:30])(=[O:29])[N:18]=2)[C:6]1=[O:31])[CH2:2][CH2:3][CH3:4].I([O-])(=O)(=O)=[O:37].[Na+]. The catalyst is O1CCOCC1.O.C(O)(C)(C)C.[Cl-].[NH4+].[Os](=O)(=O)(=O)=O. The product is [CH2:32]([C:5]1([CH2:1][CH2:2][CH2:3][CH3:4])[C:14]2[C:9](=[CH:10][C:11]([F:15])=[CH:12][CH:13]=2)[C:8]([OH:16])=[C:7]([C:17]2[NH:22][C:21]3[CH:23]=[CH:24][C:25]([CH:27]=[O:37])=[CH:26][C:20]=3[S:19](=[O:30])(=[O:29])[N:18]=2)[C:6]1=[O:31])[CH2:33][CH2:34][CH3:35]. The yield is 0.900. (3) The reactants are C([O:4][C@H:5]1[CH2:10][CH2:9][C@H:8]([NH:11][C:12]([O:14][C:15]([CH3:18])([CH3:17])[CH3:16])=[O:13])[CH:7]=[CH:6]1)(=O)C.C([O-])([O-])=O.[K+].[K+]. The catalyst is CO. The product is [OH:4][C@H:5]1[CH2:10][CH2:9][C@H:8]([NH:11][C:12]([O:14][C:15]([CH3:18])([CH3:17])[CH3:16])=[O:13])[CH:7]=[CH:6]1. The yield is 0.600. (4) The reactants are [NH2:1][C:2]([C:4]1[CH:5]=[N:6][C:7]2[C:12]([C:13]=1[NH:14][C:15]1[CH:16]=[C:17]([CH:23]=[CH:24][CH:25]=1)[C:18]([O:20][CH2:21][CH3:22])=[O:19])=[CH:11][CH:10]=[C:9](Br)[CH:8]=2)=[O:3].[CH3:27][O:28][C:29]1[N:34]=[C:33]([O:35][CH3:36])[C:32](B(O)O)=[CH:31][N:30]=1.C(=O)([O-])[O-].[K+].[K+]. The catalyst is O1CCOCC1.O.C1C=CC([P]([Pd]([P](C2C=CC=CC=2)(C2C=CC=CC=2)C2C=CC=CC=2)([P](C2C=CC=CC=2)(C2C=CC=CC=2)C2C=CC=CC=2)[P](C2C=CC=CC=2)(C2C=CC=CC=2)C2C=CC=CC=2)(C2C=CC=CC=2)C2C=CC=CC=2)=CC=1. The product is [NH2:1][C:2]([C:4]1[CH:5]=[N:6][C:7]2[C:12]([C:13]=1[NH:14][C:15]1[CH:16]=[C:17]([CH:23]=[CH:24][CH:25]=1)[C:18]([O:20][CH2:21][CH3:22])=[O:19])=[CH:11][CH:10]=[C:9]([C:32]1[C:33]([O:35][CH3:36])=[N:34][C:29]([O:28][CH3:27])=[N:30][CH:31]=1)[CH:8]=2)=[O:3]. The yield is 0.656. (5) The reactants are [CH3:1][O:2][C:3]1[C:12]([C:13]2[S:14][CH:15]=[CH:16][CH:17]=2)=[CH:11][C:10]2[NH:9][C:8](=O)[CH:7]=[N:6][C:5]=2[C:4]=1[C:19]([O:21][CH3:22])=[O:20].P(Cl)(Cl)([Cl:25])=O. No catalyst specified. The product is [Cl:25][C:8]1[CH:7]=[N:6][C:5]2[C:4]([C:19]([O:21][CH3:22])=[O:20])=[C:3]([O:2][CH3:1])[C:12]([C:13]3[S:14][CH:15]=[CH:16][CH:17]=3)=[CH:11][C:10]=2[N:9]=1. The yield is 0.306. (6) The product is [CH2:17]([O:16][P:15]([CH2:20][CH2:21][NH:22][C:10]([NH:9][CH2:8][CH2:7][O:6][C:1](=[O:5])[C:2]([CH3:4])=[CH2:3])=[O:11])(=[O:19])[O:14][CH2:12][CH3:13])[CH3:18]. The yield is 0.980. The reactants are [C:1]([O:6][CH2:7][CH2:8][N:9]=[C:10]=[O:11])(=[O:5])[C:2]([CH3:4])=[CH2:3].[CH2:12]([O:14][P:15]([CH2:20][CH2:21][NH2:22])(=[O:19])[O:16][CH2:17][CH3:18])[CH3:13]. The catalyst is C(Cl)Cl. (7) The reactants are [H-].[Na+].[F:3][C:4]1[CH:9]=[CH:8][CH:7]=[CH:6][C:5]=1[CH2:10][C:11](=[O:13])[CH3:12].[CH2:14]([O:16][CH:17]([O:20][CH2:21][CH3:22])[CH2:18]Br)[CH3:15].O. The catalyst is CN(C=O)C. The product is [CH2:14]([O:16][CH:17]([O:20][CH2:21][CH3:22])[CH2:18][CH:10]([C:5]1[CH:6]=[CH:7][CH:8]=[CH:9][C:4]=1[F:3])[C:11](=[O:13])[CH3:12])[CH3:15]. The yield is 0.940.